Dataset: Catalyst prediction with 721,799 reactions and 888 catalyst types from USPTO. Task: Predict which catalyst facilitates the given reaction. (1) Reactant: Br[C:2]1[N:7]=[CH:6][C:5]([C:8]([NH:10][CH2:11][C:12]2[CH:13]=[C:14]3[C:18](=[CH:19][CH:20]=2)[NH:17][C:16]([C:21]([F:24])([F:23])[F:22])=[CH:15]3)=[O:9])=[CH:4][CH:3]=1.[CH3:25][O:26][C:27]1[CH:32]=[CH:31][CH:30]=[CH:29][C:28]=1B(O)O.C(=O)([O-])[O-].[Cs+].[Cs+]. Product: [CH3:25][O:26][C:27]1[CH:32]=[CH:31][CH:30]=[CH:29][C:28]=1[C:2]1[N:7]=[CH:6][C:5]([C:8]([NH:10][CH2:11][C:12]2[CH:13]=[C:14]3[C:18](=[CH:19][CH:20]=2)[NH:17][C:16]([C:21]([F:24])([F:23])[F:22])=[CH:15]3)=[O:9])=[CH:4][CH:3]=1. The catalyst class is: 108. (2) Reactant: [C:1](Cl)(=[O:10])[O:2][CH2:3][C:4]1[CH:9]=[CH:8][CH:7]=[CH:6][CH:5]=1.Cl.[CH2:13]([O:20][CH2:21][CH:22]([NH2:25])[CH:23]=[CH2:24])[C:14]1[CH:19]=[CH:18][CH:17]=[CH:16][CH:15]=1.CCN(C(C)C)C(C)C. Product: [CH2:13]([O:20][CH2:21][CH:22]([NH:25][C:1](=[O:10])[O:2][CH2:3][C:4]1[CH:9]=[CH:8][CH:7]=[CH:6][CH:5]=1)[CH:23]=[CH2:24])[C:14]1[CH:19]=[CH:18][CH:17]=[CH:16][CH:15]=1. The catalyst class is: 47. (3) Reactant: [F:1][C:2]1[CH:10]=[C:9]([F:11])[CH:8]=[C:7]([F:12])[C:3]=1C(O)=O.C1(P(N=[N+]=[N-])(C2C=CC=CC=2)=[O:20])C=CC=CC=1.C([N:32]([CH2:35]C)CC)C.[CH2:37]([NH:44][CH2:45][C:46]1[CH:51]=[CH:50][C:49]([C:52]2[CH:57]=[CH:56][CH:55]=[CH:54][C:53]=2[C:58]2[N:62]([C:63]([C:76]3[CH:81]=[CH:80][CH:79]=[CH:78][CH:77]=3)([C:70]3[CH:75]=[CH:74][CH:73]=[CH:72][CH:71]=3)[C:64]3[CH:69]=[CH:68][CH:67]=[CH:66][CH:65]=3)[N:61]=[N:60][N:59]=2)=[CH:48][CH:47]=1)[CH2:38][CH2:39][CH2:40][CH2:41][CH2:42][CH3:43]. Product: [CH2:37]([N:44]([CH2:45][C:46]1[CH:47]=[CH:48][C:49]([C:52]2[CH:57]=[CH:56][CH:55]=[CH:54][C:53]=2[C:58]2[N:62]([C:63]([C:64]3[CH:65]=[CH:66][CH:67]=[CH:68][CH:69]=3)([C:76]3[CH:77]=[CH:78][CH:79]=[CH:80][CH:81]=3)[C:70]3[CH:75]=[CH:74][CH:73]=[CH:72][CH:71]=3)[N:61]=[N:60][N:59]=2)=[CH:50][CH:51]=1)[C:35](=[O:20])[NH:32][C:3]1[C:7]([F:12])=[CH:8][C:9]([F:11])=[CH:10][C:2]=1[F:1])[CH2:38][CH2:39][CH2:40][CH2:41][CH2:42][CH3:43]. The catalyst class is: 48. (4) The catalyst class is: 3. Product: [Cl:1][C:2]1[CH:7]=[C:6]([O:8][CH2:9][C:10]2[CH:15]=[CH:14][CH:13]=[CH:12][CH:11]=2)[CH:5]=[C:4]([Cl:16])[C:3]=1[O:17][CH2:19][CH2:20][CH2:21][CH2:22][OH:23]. Reactant: [Cl:1][C:2]1[CH:7]=[C:6]([O:8][CH2:9][C:10]2[CH:15]=[CH:14][CH:13]=[CH:12][CH:11]=2)[CH:5]=[C:4]([Cl:16])[C:3]=1[OH:17].Cl[CH2:19][CH2:20][CH2:21][CH2:22][OH:23].C(=O)([O-])[O-].[K+].[K+]. (5) Reactant: [Br:1][C:2]1[C:3]([N:18]2[CH2:23][CH2:22][C:21]([F:25])([CH3:24])[CH2:20][CH2:19]2)=[C:4]([C@H:10]([OH:17])[C:11]([O:13][CH:14]([CH3:16])[CH3:15])=[O:12])[C:5]([CH3:9])=[N:6][C:7]=1[CH3:8]. Product: [Br:1][C:2]1[C:3]([N:18]2[CH2:19][CH2:20][C:21]([F:25])([CH3:24])[CH2:22][CH2:23]2)=[C:4]([C@H:10]([O:17][C:4]([CH3:10])([CH3:5])[CH3:3])[C:11]([O:13][CH:14]([CH3:16])[CH3:15])=[O:12])[C:5]([CH3:9])=[N:6][C:7]=1[CH3:8]. The catalyst class is: 2. (6) Reactant: [NH2:1][CH2:2][C:3]1[CH:8]=[CH:7][C:6]([NH:9][S:10]([CH3:13])(=[O:12])=[O:11])=[C:5]([CH:14]=[CH2:15])[CH:4]=1.[C:16]([C:20]1[CH:25]=[CH:24][C:23]([CH:26]=[CH:27][C:28](O)=[O:29])=[CH:22][CH:21]=1)([CH3:19])([CH3:18])[CH3:17].C(N(CC)CC)C.C(OP(C#N)(=O)OCC)C. Product: [C:16]([C:20]1[CH:21]=[CH:22][C:23]([CH:26]=[CH:27][C:28]([NH:1][CH2:2][C:3]2[CH:8]=[CH:7][C:6]([NH:9][S:10]([CH3:13])(=[O:12])=[O:11])=[C:5]([CH:14]=[CH2:15])[CH:4]=2)=[O:29])=[CH:24][CH:25]=1)([CH3:19])([CH3:17])[CH3:18]. The catalyst class is: 3.